Dataset: Full USPTO retrosynthesis dataset with 1.9M reactions from patents (1976-2016). Task: Predict the reactants needed to synthesize the given product. (1) Given the product [CH3:1][S:2]([C:5]1[O:9][C:8]([CH2:10][N:11]2[N:15]=[C:14]([NH:16][C:28]([C:24]3[N:25]=[CH:26][O:27][C:23]=3[C:17]3[CH:18]=[CH:19][CH:20]=[CH:21][CH:22]=3)=[O:29])[CH:13]=[N:12]2)=[CH:7][CH:6]=1)(=[O:4])=[O:3], predict the reactants needed to synthesize it. The reactants are: [CH3:1][S:2]([C:5]1[O:9][C:8]([CH2:10][N:11]2[N:15]=[C:14]([NH2:16])[CH:13]=[N:12]2)=[CH:7][CH:6]=1)(=[O:4])=[O:3].[C:17]1([C:23]2[O:27][CH:26]=[N:25][C:24]=2[C:28](O)=[O:29])[CH:22]=[CH:21][CH:20]=[CH:19][CH:18]=1. (2) Given the product [CH2:8]([C:7]1[C:2]([CH:1]=[O:11])=[N:3][CH:4]=[CH:5][N:6]=1)[CH3:9], predict the reactants needed to synthesize it. The reactants are: [CH3:1][C:2]1[C:7]([CH2:8][CH3:9])=[N:6][CH:5]=[CH:4][N:3]=1.[Se](=O)=[O:11]. (3) The reactants are: [CH3:1][N:2]1[CH2:7][CH2:6][N:5]([C:8]2[CH:13]=[C:12]([C:14]3[CH:19]=[CH:18][CH:17]=[CH:16][C:15]=3[CH3:20])[C:11]([N+:21]([O-])=O)=[CH:10][N:9]=2)[CH2:4][CH2:3]1. Given the product [CH3:1][N:2]1[CH2:3][CH2:4][N:5]([C:8]2[N:9]=[CH:10][C:11]([NH2:21])=[C:12]([C:14]3[CH:19]=[CH:18][CH:17]=[CH:16][C:15]=3[CH3:20])[CH:13]=2)[CH2:6][CH2:7]1, predict the reactants needed to synthesize it. (4) The reactants are: [CH3:1][N:2]([CH3:26])[C:3]1[CH:8]=[CH:7][C:6]([CH:9]([C:19]2[CH:24]=[CH:23][CH:22]=[CH:21][C:20]=2[CH3:25])[CH2:10][C:11]([C:13]2[CH:18]=[CH:17][N:16]=[CH:15][CH:14]=2)=O)=[CH:5][CH:4]=1.Cl.[NH2:28][OH:29].C([O-])(O)=O.[Na+]. Given the product [CH3:1][N:2]([CH3:26])[C:3]1[CH:8]=[CH:7][C:6]([CH:9]([C:19]2[CH:24]=[CH:23][CH:22]=[CH:21][C:20]=2[CH3:25])[CH2:10]/[C:11](/[C:13]2[CH:18]=[CH:17][N:16]=[CH:15][CH:14]=2)=[N:28]\[OH:29])=[CH:5][CH:4]=1, predict the reactants needed to synthesize it. (5) The reactants are: [CH2:1]([C:3]1[CH:12]=[CH:11][C:6]2[N:7]=[C:8]([NH2:10])[S:9][C:5]=2[CH:4]=1)[CH3:2].[C:13]1([CH3:22])[CH:18]=[CH:17][C:16]([C:19](Cl)=[O:20])=[CH:15][CH:14]=1.Br[CH:24]([CH2:29][CH3:30])[C:25]([O:27]C)=[O:26].COC1C=CC2N=C(N)SC=2C=1.ClC1C=C(C=CC=1)C(Cl)=O.BrCC(OCC)=O. Given the product [CH2:1]([C:3]1[CH:12]=[CH:11][C:6]2[N:7]([CH:24]([CH2:29][CH3:30])[C:25]([OH:27])=[O:26])[C:8](=[N:10][C:19](=[O:20])[C:16]3[CH:17]=[CH:18][C:13]([CH3:22])=[CH:14][CH:15]=3)[S:9][C:5]=2[CH:4]=1)[CH3:2], predict the reactants needed to synthesize it. (6) The reactants are: [Cl:1][C:2]1[C:10]2[N:9]=[C:8]3[N:11]([C:16]4[CH:24]=[CH:23][C:19]([C:20](O)=[O:21])=[CH:18][C:17]=4[CH3:25])[CH2:12][CH2:13][CH2:14][CH2:15][N:7]3[C:6]=2[C:5]([CH:26]([CH2:29][CH3:30])[CH2:27][CH3:28])=[CH:4][CH:3]=1.[NH4+].O[N:33]1C2C=CC=CC=2N=N1.Cl.C(N=C=NCCCN(C)C)C. Given the product [Cl:1][C:2]1[C:10]2[N:9]=[C:8]3[N:11]([C:16]4[CH:24]=[CH:23][C:19]([C:20]([NH2:33])=[O:21])=[CH:18][C:17]=4[CH3:25])[CH2:12][CH2:13][CH2:14][CH2:15][N:7]3[C:6]=2[C:5]([CH:26]([CH2:29][CH3:30])[CH2:27][CH3:28])=[CH:4][CH:3]=1, predict the reactants needed to synthesize it. (7) Given the product [O:51]=[S:49]1(=[O:53])[C:11]2[CH:10]=[CH:9][CH:8]=[CH:7][C:6]=2[CH2:5][N:4]([C:12]2[CH:21]=[C:20]([CH:22]([OH:36])[CH:23]3[CH2:24][CH2:25][N:26]([C:29]([O:31][C:32]([CH3:34])([CH3:33])[CH3:35])=[O:30])[CH2:27][CH2:28]3)[C:19]3[C:14](=[CH:15][CH:16]=[C:17]([CH3:37])[CH:18]=3)[N:13]=2)[CH2:3][CH2:2]1, predict the reactants needed to synthesize it. The reactants are: S1[C:7]2[CH:8]=[CH:9][CH:10]=[CH:11][C:6]=2[CH2:5][N:4]([C:12]2[CH:21]=[C:20]([CH:22]([OH:36])[CH:23]3[CH2:28][CH2:27][N:26]([C:29]([O:31][C:32]([CH3:35])([CH3:34])[CH3:33])=[O:30])[CH2:25][CH2:24]3)[C:19]3[C:14](=[CH:15][CH:16]=[C:17]([CH3:37])[CH:18]=3)[N:13]=2)[CH2:3][CH2:2]1.ClC1C=CC=C(C(OO)=O)C=1.[S:49]([O-:53])([O-])(=[O:51])=S.[Na+].[Na+].